Dataset: Catalyst prediction with 721,799 reactions and 888 catalyst types from USPTO. Task: Predict which catalyst facilitates the given reaction. (1) Reactant: Cl[C:2]1[C:11]2[C:6](=[CH:7][C:8]([OH:13])=[C:9]([F:12])[CH:10]=2)[CH:5]=[CH:4][N:3]=1.[Cl:14][C:15]1[CH:20]=[C:19](B(O)O)[C:18]([O:24][CH3:25])=[CH:17][C:16]=1[C:26]1[CH:31]=[CH:30][CH:29]=[C:28]([F:32])[CH:27]=1.C(=O)([O-])[O-].[K+].[K+]. Product: [Cl:14][C:15]1[CH:20]=[C:19]([C:2]2[C:11]3[C:6](=[CH:7][C:8]([OH:13])=[C:9]([F:12])[CH:10]=3)[CH:5]=[CH:4][N:3]=2)[C:18]([O:24][CH3:25])=[CH:17][C:16]=1[C:26]1[CH:31]=[CH:30][CH:29]=[C:28]([F:32])[CH:27]=1. The catalyst class is: 73. (2) Reactant: [C:1]([O:5][C:6](=[O:15])[N:7]([C@@H:9]1[CH2:13][CH2:12][C@H:11]([NH2:14])[CH2:10]1)[CH3:8])([CH3:4])([CH3:3])[CH3:2].C(N(CC)CC)C.[C:23](Cl)(=[O:26])[CH2:24][CH3:25]. Product: [C:1]([O:5][C:6](=[O:15])[N:7]([CH3:8])[C@@H:9]1[CH2:13][CH2:12][C@H:11]([NH:14][C:23](=[O:26])[CH2:24][CH3:25])[CH2:10]1)([CH3:4])([CH3:2])[CH3:3]. The catalyst class is: 4. (3) Reactant: [C:1]([C:3]1[CH:11]=[CH:10][C:6]([C:7](O)=[O:8])=[CH:5][N:4]=1)#[N:2].S(Cl)([Cl:14])=O. Product: [C:1]([C:3]1[CH:11]=[CH:10][C:6]([C:7]([Cl:14])=[O:8])=[CH:5][N:4]=1)#[N:2]. The catalyst class is: 588.